Dataset: Forward reaction prediction with 1.9M reactions from USPTO patents (1976-2016). Task: Predict the product of the given reaction. (1) Given the reactants [C:1]([N:4]([CH2:23][CH:24]1[CH2:26][CH2:25]1)[C:5]1[CH:6]=[C:7]([CH:12]=[C:13]([O:15]CC2C=CC=CC=2)[CH:14]=1)[C:8]([O:10][CH3:11])=[O:9])(=[O:3])[CH3:2], predict the reaction product. The product is: [C:1]([N:4]([CH2:23][CH:24]1[CH2:25][CH2:26]1)[C:5]1[CH:6]=[C:7]([CH:12]=[C:13]([OH:15])[CH:14]=1)[C:8]([O:10][CH3:11])=[O:9])(=[O:3])[CH3:2]. (2) Given the reactants Cl[C:2]1[CH:7]=[C:6]([C:8]2[CH:13]=[CH:12][CH:11]=[CH:10][N:9]=2)[N:5]=[C:4]([C:14]2[CH:19]=[CH:18][CH:17]=[CH:16][N:15]=2)[N:3]=1.[CH3:20][O:21][C:22]1[CH:28]=[CH:27][C:26]([CH3:29])=[CH:25][C:23]=1[NH2:24], predict the reaction product. The product is: [CH3:20][O:21][C:22]1[CH:28]=[CH:27][C:26]([CH3:29])=[CH:25][C:23]=1[NH:24][C:2]1[CH:7]=[C:6]([C:8]2[CH:13]=[CH:12][CH:11]=[CH:10][N:9]=2)[N:5]=[C:4]([C:14]2[CH:19]=[CH:18][CH:17]=[CH:16][N:15]=2)[N:3]=1. (3) Given the reactants ClC1C(Cl)=CC=CC=1C1[CH2:14][CH2:13][N:12]([CH2:15][CH2:16][CH2:17][O:18][C:19]2[CH:27]=[C:26]3[C:22]([CH:23]=[N:24][NH:25]3)=[CH:21][CH:20]=2)[CH2:11][CH2:10]1.[Na+].[I-].[CH3:30][O:31][C:32]1[CH:37]=[CH:36][CH:35]=[CH:34][C:33]=1[N:38]1CCNCC1.CCN(C(C)C)C(C)C, predict the reaction product. The product is: [CH3:30][O:31][C:32]1[CH:37]=[CH:36][CH:35]=[CH:34][C:33]=1[N:38]1[CH2:10][CH2:11][N:12]([CH2:15][CH2:16][CH2:17][O:18][C:19]2[CH:27]=[C:26]3[C:22]([CH:23]=[N:24][NH:25]3)=[CH:21][CH:20]=2)[CH2:13][CH2:14]1.